Task: Predict the product of the given reaction.. Dataset: Forward reaction prediction with 1.9M reactions from USPTO patents (1976-2016) (1) Given the reactants [CH2:1]([C:4]1[C:5]([OH:24])=[C:6]([C:20]([O:22][CH3:23])=[O:21])[C:7](=[O:19])[NH:8][C:9]=1[C:10]1[CH:15]=[CH:14][C:13]([N:16]([CH3:18])[CH3:17])=[CH:12][CH:11]=1)[CH:2]=[CH2:3], predict the reaction product. The product is: [CH3:18][N:16]([CH3:17])[C:13]1[CH:12]=[CH:11][C:10]([C:9]2[NH:8][C:7](=[O:19])[C:6]([C:20]([O:22][CH3:23])=[O:21])=[C:5]([OH:24])[C:4]=2/[CH:1]=[CH:2]/[CH3:3])=[CH:15][CH:14]=1. (2) Given the reactants [CH3:1][O:2][CH2:3][C@H:4]([CH3:31])[O:5][C:6]1[CH:7]=[C:8]([C:23]2[NH:27][C:26]([C:28](O)=[O:29])=[CH:25][CH:24]=2)[CH:9]=[C:10]([O:12][C:13]2[CH:18]=[N:17][C:16]([S:19]([CH3:22])(=[O:21])=[O:20])=[CH:15][N:14]=2)[CH:11]=1.CCN=C=NCCCN(C)C.Cl.[NH2:44][CH2:45][C@H:46]([OH:49])[CH2:47][OH:48], predict the reaction product. The product is: [OH:49][C@H:46]([CH2:47][OH:48])[CH2:45][NH:44][C:28]([C:26]1[NH:27][C:23]([C:8]2[CH:9]=[C:10]([O:12][C:13]3[CH:18]=[N:17][C:16]([S:19]([CH3:22])(=[O:20])=[O:21])=[CH:15][N:14]=3)[CH:11]=[C:6]([O:5][C@@H:4]([CH3:31])[CH2:3][O:2][CH3:1])[CH:7]=2)=[CH:24][CH:25]=1)=[O:29]. (3) Given the reactants [F:1][C:2]1[CH:7]=[C:6]([Cl:8])[CH:5]=[CH:4][C:3]=1B(O)O.Br[C:13]1[CH:18]=[CH:17][C:16]([CH2:19][CH3:20])=[C:15]([N+:21]([O-:23])=[O:22])[CH:14]=1.C(=O)([O-])[O-].[Na+].[Na+], predict the reaction product. The product is: [Cl:8][C:6]1[CH:5]=[CH:4][C:3]([C:13]2[CH:18]=[CH:17][C:16]([CH2:19][CH3:20])=[C:15]([N+:21]([O-:23])=[O:22])[CH:14]=2)=[C:2]([F:1])[CH:7]=1.